From a dataset of Catalyst prediction with 721,799 reactions and 888 catalyst types from USPTO. Predict which catalyst facilitates the given reaction. (1) Reactant: [CH2:1]([C:5]1[CH:10]=[CH:9][C:8]([C:11]2[N:16]=[CH:15][C:14]([NH:17]C(=O)OC(C)(C)C)=[CH:13][CH:12]=2)=[CH:7][CH:6]=1)[CH2:2][CH2:3][CH3:4]. Product: [CH2:1]([C:5]1[CH:6]=[CH:7][C:8]([C:11]2[N:16]=[CH:15][C:14]([NH2:17])=[CH:13][CH:12]=2)=[CH:9][CH:10]=1)[CH2:2][CH2:3][CH3:4]. The catalyst class is: 818. (2) Reactant: [NH2:1][C:2]1[CH:3]=[CH:4][C:5]2[CH2:9][O:8][B:7]([OH:10])[C:6]=2[CH:11]=1.C(=O)([O-])[O-].[K+].[K+].[C:18]([C:20]1[C:21]([S:33](Cl)(=[O:35])=[O:34])=[N:22][CH:23]=[C:24]([NH:26][C:27](=[O:32])[C:28]([F:31])([F:30])[F:29])[CH:25]=1)#[N:19]. Product: [C:18]([C:20]1[CH:25]=[C:24]([NH:26][C:27](=[O:32])[C:28]([F:31])([F:29])[F:30])[CH:23]=[N:22][C:21]=1[S:33](=[O:34])(=[O:35])[NH:1][C:2]1[CH:3]=[CH:4][C:5]2[CH2:9][O:8][B:7]([OH:10])[C:6]=2[CH:11]=1)#[N:19]. The catalyst class is: 23.